This data is from Reaction yield outcomes from USPTO patents with 853,638 reactions. The task is: Predict the reaction yield, written as a fraction of the theoretical maximum amount of product (1.0 means a 100% yield; for example, 0.34 means a 34% yield). The reactants are [F:1][C:2]1([F:43])[CH2:7][C@H:6]([O:8][C:9]2[C:14]([CH3:15])=[CH:13][C:12]([S:16]([N:19](CC3C=CC(OC)=CC=3OC)[C:20]3[S:21][CH:22]=[N:23][N:24]=3)(=[O:18])=[O:17])=[C:11]([F:36])[CH:10]=2)[C@@H:5]([C:37]2[N:41]([CH3:42])[N:40]=[CH:39][CH:38]=2)[CH2:4][CH2:3]1.C([SiH](CC)CC)C.FC(F)(F)C(O)=O. The catalyst is ClCCl. The product is [F:43][C:2]1([F:1])[CH2:7][C@H:6]([O:8][C:9]2[C:14]([CH3:15])=[CH:13][C:12]([S:16]([NH:19][C:20]3[S:21][CH:22]=[N:23][N:24]=3)(=[O:17])=[O:18])=[C:11]([F:36])[CH:10]=2)[C@@H:5]([C:37]2[N:41]([CH3:42])[N:40]=[CH:39][CH:38]=2)[CH2:4][CH2:3]1. The yield is 0.810.